This data is from Peptide-MHC class II binding affinity with 134,281 pairs from IEDB. The task is: Regression. Given a peptide amino acid sequence and an MHC pseudo amino acid sequence, predict their binding affinity value. This is MHC class II binding data. (1) The peptide sequence is MPFVTTQPEALAAAA. The MHC is HLA-DQA10201-DQB10202 with pseudo-sequence HLA-DQA10201-DQB10202. The binding affinity (normalized) is 0.438. (2) The binding affinity (normalized) is 1.00. The MHC is DRB5_0101 with pseudo-sequence DRB5_0101. The peptide sequence is SIRAANVMAASLRKA. (3) The peptide sequence is DQYKDLCHMHTGVVV. The MHC is DRB1_0802 with pseudo-sequence DRB1_0802. The binding affinity (normalized) is 0. (4) The peptide sequence is VPLEVKREACPGTSV. The MHC is HLA-DQA10501-DQB10303 with pseudo-sequence HLA-DQA10501-DQB10303. The binding affinity (normalized) is 0.558. (5) The peptide sequence is TKKGNVWEVKSSKPLVGPFN. The MHC is DRB5_0101 with pseudo-sequence DRB5_0101. The binding affinity (normalized) is 0.639.